Predict the reaction yield, written as a fraction of the theoretical maximum amount of product (1.0 means a 100% yield; for example, 0.34 means a 34% yield). From a dataset of Reaction yield outcomes from USPTO patents with 853,638 reactions. The reactants are [CH:1]([N:4]([CH3:29])[C:5]1[C:6]([C:19]2[CH:28]=[CH:27][C:22]3[N:23]([CH3:26])[N:24]=[N:25][C:21]=3[CH:20]=2)=[N:7][C:8]2[C:13]([N:14]=1)=[CH:12][C:11]([C:15]([O:17]C)=[O:16])=[CH:10][CH:9]=2)([CH3:3])[CH3:2].[OH-].[Na+].O. The catalyst is CO. The product is [CH:1]([N:4]([CH3:29])[C:5]1[C:6]([C:19]2[CH:28]=[CH:27][C:22]3[N:23]([CH3:26])[N:24]=[N:25][C:21]=3[CH:20]=2)=[N:7][C:8]2[C:13]([N:14]=1)=[CH:12][C:11]([C:15]([OH:17])=[O:16])=[CH:10][CH:9]=2)([CH3:3])[CH3:2]. The yield is 0.530.